From a dataset of Catalyst prediction with 721,799 reactions and 888 catalyst types from USPTO. Predict which catalyst facilitates the given reaction. (1) Reactant: [F:1][C:2]([F:19])([F:18])[C:3]1[CH:8]=[CH:7][C:6]([S:9]([N:12]2[CH2:17][CH2:16][NH:15][CH2:14][CH2:13]2)(=[O:11])=[O:10])=[CH:5][CH:4]=1.[N:20]1[N:24]2[CH:25]=[CH:26][CH:27]=[N:28][C:23]2=[C:22]([C:29](O)=[O:30])[CH:21]=1.C1C=CC2N(O)N=NC=2C=1.O.CN(C(ON1N=NC2C=CC=CC1=2)=[N+](C)C)C.F[P-](F)(F)(F)(F)F.CCN(C(C)C)C(C)C. Product: [F:19][C:2]([F:1])([F:18])[C:3]1[CH:4]=[CH:5][C:6]([S:9]([N:12]2[CH2:17][CH2:16][N:15]([C:29]([C:22]3[CH:21]=[N:20][N:24]4[CH:25]=[CH:26][CH:27]=[N:28][C:23]=34)=[O:30])[CH2:14][CH2:13]2)(=[O:10])=[O:11])=[CH:7][CH:8]=1. The catalyst class is: 3. (2) Reactant: [Cl:1][C:2]1[C:3]([NH:18][C:19]2C=[CH:25][C:24]([F:27])=[CH:23][C:20]=2C#N)=[CH:4][C:5]([NH:8][C:9]2[N:13]([CH:14]([CH3:16])[CH3:15])[N:12]=[C:11]([CH3:17])[CH:10]=2)=[N:6][CH:7]=1.[OH-].[Na+].[C:30]([O:33]CC)(=[O:32])[CH3:31]. Product: [Cl:1][C:2]1[C:3]([NH:18][C:19]2[CH:20]=[CH:23][C:24]([F:27])=[CH:25][C:31]=2[C:30]([OH:33])=[O:32])=[CH:4][C:5]([NH:8][C:9]2[N:13]([CH:14]([CH3:15])[CH3:16])[N:12]=[C:11]([CH3:17])[CH:10]=2)=[N:6][CH:7]=1. The catalyst class is: 12. (3) Reactant: [S:1]1(=[O:8])(=[O:7])[CH2:5][CH2:4][C:3](=O)[CH2:2]1.[NH:9]1[C:17]2[C:12](=[CH:13][C:14](/[CH:18]=[C:19](/[C:22](=O)[CH3:23])\[C:20]#[N:21])=[CH:15][CH:16]=2)[CH:11]=[N:10]1.C([O-])(=O)C.[NH4+:29]. Product: [NH:9]1[C:17]2[C:12](=[CH:13][C:14]([CH:18]3[C:19]([C:20]#[N:21])=[C:22]([CH3:23])[NH:29][C:3]4[CH2:4][CH2:5][S:1](=[O:8])(=[O:7])[C:2]3=4)=[CH:15][CH:16]=2)[CH:11]=[N:10]1. The catalyst class is: 15. (4) Reactant: CS(O[CH2:6][CH:7]1[CH2:11][C:10]2[CH:12]=[C:13]([CH3:17])[CH:14]=[C:15]([Cl:16])[C:9]=2[O:8]1)(=O)=O.[N-:18]=[N+:19]=[N-:20].[Na+].C1OCCOCCOCCOCCOC1.O. Product: [N:18]([CH2:6][CH:7]1[CH2:11][C:10]2[CH:12]=[C:13]([CH3:17])[CH:14]=[C:15]([Cl:16])[C:9]=2[O:8]1)=[N+:19]=[N-:20]. The catalyst class is: 10. (5) Reactant: [F:1][C@@H:2]1[C@@H:7]([C:8]2[CH:13]=[CH:12][C:11]([O:14][CH3:15])=[C:10]([F:16])[CH:9]=2)[CH2:6][CH2:5][N:4](C(OC(C)(C)C)=O)[CH2:3]1.[ClH:24]. Product: [ClH:24].[F:1][C@@H:2]1[C@@H:7]([C:8]2[CH:13]=[CH:12][C:11]([O:14][CH3:15])=[C:10]([F:16])[CH:9]=2)[CH2:6][CH2:5][NH:4][CH2:3]1. The catalyst class is: 12. (6) Product: [Cl:1][C:2]1[CH:7]=[CH:6][C:5]([C:8]2[N:12]([C:13]3[CH:18]=[CH:17][C:16]([Cl:19])=[CH:15][C:14]=3[Cl:20])[N:11]=[C:10]([C:21]([NH:23][CH:24]3[CH2:25][CH2:26][N:27]([C:30]([O:32][CH2:33][CH3:34])=[O:31])[CH2:28][CH2:29]3)=[O:22])[C:9]=2[CH3:42])=[CH:4][CH:3]=1. Reactant: [Cl:1][C:2]1[CH:7]=[CH:6][C:5]([C:8]2[N:12]([C:13]3[CH:18]=[CH:17][C:16]([Cl:19])=[CH:15][C:14]=3[Cl:20])[N:11]=[C:10]([C:21]([NH:23][CH:24]3[CH2:29][CH2:28][N:27]([C:30]([O:32][C:33]4C=CC([N+]([O-])=O)=C[CH:34]=4)=[O:31])[CH2:26][CH2:25]3)=[O:22])[C:9]=2[CH3:42])=[CH:4][CH:3]=1.[H-].[Na+]. The catalyst class is: 1. (7) Reactant: [CH3:1][C:2]1[CH:10]=[CH:9][C:5]([C:6](Cl)=[O:7])=[CH:4][C:3]=1[N+:11]([O-:13])=[O:12].[NH:14]1[CH2:19][CH2:18][CH:17]([C:20]2[CH:29]=[CH:28][C:23]([C:24]([O:26][CH3:27])=[O:25])=[CH:22][CH:21]=2)[CH2:16][CH2:15]1.CCN(C(C)C)C(C)C. Product: [CH3:1][C:2]1[CH:10]=[CH:9][C:5]([C:6]([N:14]2[CH2:19][CH2:18][CH:17]([C:20]3[CH:29]=[CH:28][C:23]([C:24]([O:26][CH3:27])=[O:25])=[CH:22][CH:21]=3)[CH2:16][CH2:15]2)=[O:7])=[CH:4][C:3]=1[N+:11]([O-:13])=[O:12]. The catalyst class is: 2. (8) Reactant: C([O:3][C:4](=[O:57])[CH2:5][CH2:6][CH2:7][CH2:8][CH2:9][NH:10][C:11]([NH:13][C:14]1[CH:19]=[C:18]([NH:20][C:21]([O:23][CH2:24][CH2:25][Si:26]([CH3:29])([CH3:28])[CH3:27])=[O:22])[CH:17]=[C:16]([CH3:30])[C:15]=1[C:31]1[CH:36]=[CH:35][CH:34]=[C:33]([S:37]([C:40]2[CH:44]=[C:43]([C:45]([NH:47][C:48]([O:50][C:51]([CH3:54])([CH3:53])[CH3:52])=[O:49])=[NH:46])[S:42][C:41]=2[S:55][CH3:56])(=[O:39])=[O:38])[CH:32]=1)=[O:12])C.[Li+].[OH-]. Product: [C:51]([O:50][C:48]([NH:47][C:45](=[NH:46])[C:43]1[S:42][C:41]([S:55][CH3:56])=[C:40]([S:37]([C:33]2[CH:32]=[C:31]([C:15]3[C:16]([CH3:30])=[CH:17][C:18]([NH:20][C:21]([O:23][CH2:24][CH2:25][Si:26]([CH3:27])([CH3:29])[CH3:28])=[O:22])=[CH:19][C:14]=3[NH:13][C:11](=[O:12])[NH:10][CH2:9][CH2:8][CH2:7][CH2:6][CH2:5][C:4]([OH:57])=[O:3])[CH:36]=[CH:35][CH:34]=2)(=[O:39])=[O:38])[CH:44]=1)=[O:49])([CH3:54])([CH3:52])[CH3:53]. The catalyst class is: 20. (9) Reactant: [CH3:1][C:2]1[CH:3]=[C:4]([CH2:9][CH:10]([NH:16][C:17]([NH:19][CH2:20][CH2:21]O)=[S:18])[C:11]2[O:12][CH:13]=[CH:14][CH:15]=2)[CH:5]=[C:6]([CH3:8])[CH:7]=1.C(N(C(C)C)CC)(C)C.[I-].C(C[P+](C)(C)C)#N. Product: [S:18]1[CH2:21][CH2:20][N:19]=[C:17]1[NH:16][CH:10]([C:11]1[O:12][CH:13]=[CH:14][CH:15]=1)[CH2:9][C:4]1[CH:3]=[C:2]([CH3:1])[CH:7]=[C:6]([CH3:8])[CH:5]=1. The catalyst class is: 397. (10) Reactant: [OH:1][C:2]1[CH:7]=[CH:6][C:5]([N:8]2[C:12]([C:13]3[CH:25]=[CH:24][C:16]([O:17][CH2:18][CH2:19][NH:20][C:21]([NH2:23])=[O:22])=[CH:15][CH:14]=3)=[CH:11][C:10]([C:26]([F:29])([F:28])[F:27])=[N:9]2)=[CH:4][CH:3]=1.N1C=CC=CC=1.[C:36](OC(=O)C)(=[O:38])[CH3:37]. Product: [C:36]([O:1][C:2]1[CH:3]=[CH:4][C:5]([N:8]2[C:12]([C:13]3[CH:25]=[CH:24][C:16]([O:17][CH2:18][CH2:19][NH:20][C:21]([NH2:23])=[O:22])=[CH:15][CH:14]=3)=[CH:11][C:10]([C:26]([F:28])([F:29])[F:27])=[N:9]2)=[CH:6][CH:7]=1)(=[O:38])[CH3:37]. The catalyst class is: 4.